From a dataset of Reaction yield outcomes from USPTO patents with 853,638 reactions. Predict the reaction yield, written as a fraction of the theoretical maximum amount of product (1.0 means a 100% yield; for example, 0.34 means a 34% yield). The reactants are [OH:1][CH:2]([C:6]1[CH:11]=[CH:10][C:9]([C:12]2[N:16]=[C:15]([C:17]3[O:21][N:20]=[C:19]([C:22]4[CH:27]=[CH:26][CH:25]=[CH:24][CH:23]=4)[C:18]=3[C:28]([F:31])([F:30])[F:29])[O:14][N:13]=2)=[CH:8][CH:7]=1)[C:3](O)=[O:4].CN1CCOCC1.Cl.[NH2:40][CH2:41][C:42]([NH:44][CH3:45])=[O:43].CN(C(ON1N=NC2C=CC=NC1=2)=[N+](C)C)C.F[P-](F)(F)(F)(F)F. The catalyst is CN(C=O)C. The product is [OH:1][CH:2]([C:6]1[CH:7]=[CH:8][C:9]([C:12]2[N:16]=[C:15]([C:17]3[O:21][N:20]=[C:19]([C:22]4[CH:23]=[CH:24][CH:25]=[CH:26][CH:27]=4)[C:18]=3[C:28]([F:31])([F:29])[F:30])[O:14][N:13]=2)=[CH:10][CH:11]=1)[C:3]([NH:40][CH2:41][C:42]([NH:44][CH3:45])=[O:43])=[O:4]. The yield is 0.464.